From a dataset of Tox21: 12 toxicity assays (nuclear receptors and stress response pathways). Binary classification across 12 toxicity assays. (1) The molecule is C=C1C(CCl)(CCl)C2(Cl)C(Cl)C(Cl)C1(Cl)C2(Cl)Cl. It tested positive (active) for: NR-ER (Estrogen Receptor agonist activity), NR-ER-LBD (Estrogen Receptor Ligand Binding Domain agonist), SR-ARE (Antioxidant Response Element (oxidative stress)), SR-HSE (Heat Shock Element response), and SR-MMP (Mitochondrial Membrane Potential disruption). (2) The drug is Oc1cc(Cl)cc(Cl)c1Cl. It tested positive (active) for: NR-AhR (Aryl hydrocarbon Receptor agonist activity), SR-ARE (Antioxidant Response Element (oxidative stress)), and SR-MMP (Mitochondrial Membrane Potential disruption). (3) The drug is CC(CN(CCN(CC(C)OCCO)CC(C)OCCO)CC(C)OCCO)OCCO. It tested positive (active) for: SR-ARE (Antioxidant Response Element (oxidative stress)). (4) The drug is Cc1c2oc3c(C)ccc(C(=O)N[C@@H]4C(=O)N[C@H](C(C)C)C(=O)N5CCC[C@H]5C(=O)N(C)CC(=O)N(C)[C@@H](C(C)C)C(=O)O[C@@H]4C)c3nc-2c(C(=O)N[C@@H]2C(=O)N[C@H](C(C)C)C(=O)N3CCC[C@H]3C(=O)N(C)CC(=O)N(C)[C@@H](C(C)C)C(=O)O[C@@H]2C)c(N)c1=O. It tested positive (active) for: NR-Aromatase (Aromatase enzyme inhibition), and SR-p53 (p53 tumor suppressor activation).